Dataset: Full USPTO retrosynthesis dataset with 1.9M reactions from patents (1976-2016). Task: Predict the reactants needed to synthesize the given product. (1) Given the product [Cl:1][C:2]1[CH:11]=[C:10]([C:12](=[O:14])[CH3:13])[C:9]([N:15]2[CH2:16][CH2:17][N:18]([C:27]([C:24]3[CH:23]=[C:22]([CH3:21])[O:26][N:25]=3)=[O:28])[CH2:19][CH2:20]2)=[C:8]2[C:3]=1[CH:4]=[CH:5][CH:6]=[N:7]2, predict the reactants needed to synthesize it. The reactants are: [Cl:1][C:2]1[CH:11]=[C:10]([C:12](=[O:14])[CH3:13])[C:9]([N:15]2[CH2:20][CH2:19][NH:18][CH2:17][CH2:16]2)=[C:8]2[C:3]=1[CH:4]=[CH:5][CH:6]=[N:7]2.[CH3:21][C:22]1[O:26][N:25]=[C:24]([C:27](Cl)=[O:28])[CH:23]=1.C(N(CC)CC)C. (2) Given the product [Cl:2][C:3]1[CH:4]=[C:5]([CH:43]=[CH:44][CH:45]=1)[CH2:6][N:7]1[CH:11]=[C:10]([C:12]2[C:20]3[C:15](=[N:16][CH:17]=[C:18]([C:21]4[CH:26]=[CH:25][C:24]([N:27]5[CH2:32][CH2:31][N:30]([CH2:46][C@@H:47]([OH:48])[CH3:49])[CH2:29][CH2:28]5)=[N:23][CH:22]=4)[CH:19]=3)[N:14]([S:33]([C:36]3[CH:42]=[CH:41][C:39]([CH3:40])=[CH:38][CH:37]=3)(=[O:35])=[O:34])[CH:13]=2)[CH:9]=[N:8]1, predict the reactants needed to synthesize it. The reactants are: Cl.[Cl:2][C:3]1[CH:4]=[C:5]([CH:43]=[CH:44][CH:45]=1)[CH2:6][N:7]1[CH:11]=[C:10]([C:12]2[C:20]3[C:15](=[N:16][CH:17]=[C:18]([C:21]4[CH:22]=[N:23][C:24]([N:27]5[CH2:32][CH2:31][NH:30][CH2:29][CH2:28]5)=[CH:25][CH:26]=4)[CH:19]=3)[N:14]([S:33]([C:36]3[CH:42]=[CH:41][C:39]([CH3:40])=[CH:38][CH:37]=3)(=[O:35])=[O:34])[CH:13]=2)[CH:9]=[N:8]1.[CH3:46][C@H:47]1[CH2:49][O:48]1.CCN(C(C)C)C(C)C.